Dataset: Catalyst prediction with 721,799 reactions and 888 catalyst types from USPTO. Task: Predict which catalyst facilitates the given reaction. (1) Reactant: [CH:1]1([C:5]2[N:9]3[CH:10]=[CH:11][N:12]=[C:13]([NH2:14])[C:8]3=[C:7](I)[N:6]=2)[CH2:4][CH2:3][CH2:2]1.[N:16]1[CH:21]=[CH:20][CH:19]=[CH:18][C:17]=1[C:22]1[CH:31]=[CH:30][C:29]2[C:24](=[CH:25][C:26](B3OC(C)(C)C(C)(C)C3)=[CH:27][CH:28]=2)[N:23]=1.C([O-])([O-])=O.[Na+].[Na+].O. Product: [CH:1]1([C:5]2[N:9]3[CH:10]=[CH:11][N:12]=[C:13]([NH2:14])[C:8]3=[C:7]([C:26]3[CH:25]=[C:24]4[C:29]([CH:30]=[CH:31][C:22]([C:17]5[CH:18]=[CH:19][CH:20]=[CH:21][N:16]=5)=[N:23]4)=[CH:28][CH:27]=3)[N:6]=2)[CH2:4][CH2:3][CH2:2]1. The catalyst class is: 128. (2) Reactant: Br[C:2]1[CH:25]=[CH:24][C:5]([O:6][CH2:7][C:8]2[C:9]([C:16]3[C:21]([Cl:22])=[CH:20][CH:19]=[CH:18][C:17]=3[Cl:23])=[N:10][O:11][C:12]=2[CH:13]2[CH2:15][CH2:14]2)=[CH:4][C:3]=1[Cl:26].[Li]CCCC.[O:32]=[C:33]1[CH2:36][CH:35]([C:37]2[CH:38]=[C:39]([CH:44]=[CH:45][CH:46]=2)[C:40]([O:42][CH3:43])=[O:41])[CH2:34]1.CC(=O)OCC. Product: [Cl:26][C:3]1[CH:4]=[C:5]([O:6][CH2:7][C:8]2[C:9]([C:16]3[C:21]([Cl:22])=[CH:20][CH:19]=[CH:18][C:17]=3[Cl:23])=[N:10][O:11][C:12]=2[CH:13]2[CH2:15][CH2:14]2)[CH:24]=[CH:25][C:2]=1[C:33]1([OH:32])[CH2:34][CH:35]([C:37]2[CH:38]=[C:39]([CH:44]=[CH:45][CH:46]=2)[C:40]([O:42][CH3:43])=[O:41])[CH2:36]1. The catalyst class is: 1. (3) Reactant: [OH:1][CH:2]1[CH2:6][CH2:5][CH2:4][C:3]1([CH2:12][CH3:13])[C:7]([O:9][CH2:10][CH3:11])=[O:8].C(Cl)Cl.[C:17](Cl)(=[O:24])[C:18]1[CH:23]=[CH:22][CH:21]=[CH:20][CH:19]=1. Product: [CH2:12]([C:3]1([C:7]([O:9][CH2:10][CH3:11])=[O:8])[CH2:4][CH2:5][CH2:6][CH:2]1[O:1][C:17](=[O:24])[C:18]1[CH:23]=[CH:22][CH:21]=[CH:20][CH:19]=1)[CH3:13]. The catalyst class is: 17. (4) Reactant: [Br:1]Br.[CH3:3][C:4]1[S:5][CH:6]=[C:7]([C:9]2[CH:14]=[CH:13][C:12]([N+:15]([O-:17])=[O:16])=[CH:11][CH:10]=2)[N:8]=1. Product: [Br:1][C:6]1[S:5][C:4]([CH3:3])=[N:8][C:7]=1[C:9]1[CH:10]=[CH:11][C:12]([N+:15]([O-:17])=[O:16])=[CH:13][CH:14]=1. The catalyst class is: 22. (5) Product: [F:8][C:9]1[CH:10]=[CH:11][C:12]([CH2:13][N:14]2[CH2:23][CH2:22][C:21]3[C:16](=[C:17]([OH:29])[C:18](=[O:28])[NH:19][C:20]=3[C:24]([N:2]([CH3:3])[CH3:1])=[O:26])[C:15]2=[O:30])=[CH:31][CH:32]=1. Reactant: [CH3:1][NH:2][CH3:3].C[Al](C)C.[F:8][C:9]1[CH:32]=[CH:31][C:12]([CH2:13][N:14]2[CH2:23][CH2:22][C:21]3[C:16](=[C:17]([OH:29])[C:18](=[O:28])[NH:19][C:20]=3[C:24]([O:26]C)=O)[C:15]2=[O:30])=[CH:11][CH:10]=1.Cl. The catalyst class is: 76.